This data is from Reaction yield outcomes from USPTO patents with 853,638 reactions. The task is: Predict the reaction yield, written as a fraction of the theoretical maximum amount of product (1.0 means a 100% yield; for example, 0.34 means a 34% yield). (1) The reactants are [C:1]1([O:12][CH2:13][C:14]([OH:16])=[O:15])[CH:6]=[CH:5][CH:4]=[CH:3][C:2]=1[O:7][CH2:8][C:9]([OH:11])=[O:10].[C:17]1([CH3:29])[CH:22]=[CH:21][C:20]([S:23]([CH2:26][CH2:27]O)(=[O:25])=[O:24])=[CH:19][CH:18]=1.[C:30]1([CH3:36])[CH:35]=[CH:34][CH:33]=[CH:32][CH:31]=1.O.C1(C)C=C[C:41]([S:44](O)(=[O:46])=[O:45])=[CH:40]C=1. The catalyst is O. The product is [C:17]1([CH3:29])[CH:22]=[CH:21][C:20]([S:23]([CH2:26][CH2:27][O:10][C:9](=[O:11])[CH2:8][O:7][C:2]2[CH:3]=[CH:4][CH:5]=[CH:6][C:1]=2[O:12][CH2:13][C:14]([O:16][CH2:40][CH2:41][S:44]([C:33]2[CH:34]=[CH:35][C:30]([CH3:36])=[CH:31][CH:32]=2)(=[O:46])=[O:45])=[O:15])(=[O:25])=[O:24])=[CH:19][CH:18]=1. The yield is 0.990. (2) The reactants are [Br:1][C:2]1[CH:3]=[C:4]2[C:13](=[CH:14][CH:15]=1)[N:12]=[C:11]1[C:6]([CH:7]=[CH:8][CH:9]=[C:10]1[C:16]([OH:18])=O)=[N:5]2.[NH2:19][CH2:20][CH2:21][N:22]([CH2:33][CH3:34])[CH2:23][CH2:24][O:25][C:26]1[C:27]([F:32])=[N:28][CH:29]=[CH:30][CH:31]=1. The catalyst is S(Cl)(Cl)=O.ClCCl. The product is [CH2:33]([N:22]([CH2:21][CH2:20][NH:19][C:16]([C:10]1[C:11]2[C:6](=[N:5][C:4]3[C:13]([N:12]=2)=[CH:14][CH:15]=[C:2]([Br:1])[CH:3]=3)[CH:7]=[CH:8][CH:9]=1)=[O:18])[CH2:23][CH2:24][O:25][C:26]1[C:27]([F:32])=[N:28][CH:29]=[CH:30][CH:31]=1)[CH3:34]. The yield is 0.950. (3) The reactants are [OH:1][C@H:2]1[CH2:6][CH2:5][NH:4][CH2:3]1.C(N(CC)CC)C.Br[CH:15]([C:22]1[CH:27]=[CH:26][CH:25]=[CH:24][CH:23]=1)[C:16]1[CH:21]=[CH:20][CH:19]=[CH:18][CH:17]=1. The catalyst is C(#N)C. The product is [C:16]1([CH:15]([C:22]2[CH:23]=[CH:24][CH:25]=[CH:26][CH:27]=2)[N:4]2[CH2:5][CH2:6][C@H:2]([OH:1])[CH2:3]2)[CH:21]=[CH:20][CH:19]=[CH:18][CH:17]=1. The yield is 0.897. (4) The reactants are [Cl:1][C:2]1[CH:30]=[CH:29][CH:28]=[C:27]([C:31]([F:34])([F:33])[F:32])[C:3]=1[C:4]([N:6]1[C:14]2[C:9](=[CH:10][CH:11]=[C:12]([C:15]#[CH:16])[CH:13]=2)[C:8]([C:17]2[CH:26]=[CH:25][C:20]([C:21]([O:23]C)=[O:22])=[CH:19][CH:18]=2)=[N:7]1)=[O:5].O.O[Li].O.Cl. The catalyst is C1COCC1. The product is [Cl:1][C:2]1[CH:30]=[CH:29][CH:28]=[C:27]([C:31]([F:34])([F:32])[F:33])[C:3]=1[C:4]([N:6]1[C:14]2[C:9](=[CH:10][CH:11]=[C:12]([C:15]#[CH:16])[CH:13]=2)[C:8]([C:17]2[CH:26]=[CH:25][C:20]([C:21]([OH:23])=[O:22])=[CH:19][CH:18]=2)=[N:7]1)=[O:5]. The yield is 0.260. (5) The reactants are Cl[C:2]1[CH:7]=[CH:6][C:5]([C:8]([F:11])([F:10])[F:9])=[CH:4][C:3]=1[Cl:12].[OH:13][C:14]1[CH:19]=[CH:18][C:17]([CH2:20][C:21]#[N:22])=[CH:16][CH:15]=1.C(=O)([O-])[O-].[K+].[K+]. The catalyst is CN(C)C=O. The product is [Cl:12][C:3]1[CH:4]=[C:5]([C:8]([F:11])([F:10])[F:9])[CH:6]=[CH:7][C:2]=1[O:13][C:14]1[CH:19]=[CH:18][C:17]([CH2:20][C:21]#[N:22])=[CH:16][CH:15]=1. The yield is 0.462. (6) The reactants are Cl[C:2]1[CH:7]=[CH:6][C:5](=[O:8])[N:4]([CH2:9][C:10]2[CH:11]=[C:12]3[C:16](=[CH:17][CH:18]=2)[N:15](C(OC(C)(C)C)=O)[N:14]=[C:13]3[C:26]2[N:27]=[N:28][N:29]([C:31]3[CH:36]=[CH:35][C:34]([C:37]([N:39]4[CH2:44][CH2:43][O:42][CH2:41][CH2:40]4)=[O:38])=[CH:33][CH:32]=3)[CH:30]=2)[N:3]=1.[OH:45][C:46]1[CH:51]=[CH:50][C:49](B(O)O)=[CH:48][CH:47]=1.[F-].[Cs+]. The catalyst is CN(C=O)C.O.Cl[Pd](Cl)([P](C1C=CC=CC=1)(C1C=CC=CC=1)C1C=CC=CC=1)[P](C1C=CC=CC=1)(C1C=CC=CC=1)C1C=CC=CC=1. The product is [OH:45][C:46]1[CH:51]=[CH:50][C:49]([C:2]2[CH:7]=[CH:6][C:5](=[O:8])[N:4]([CH2:9][C:10]3[CH:11]=[C:12]4[C:16](=[CH:17][CH:18]=3)[NH:15][N:14]=[C:13]4[C:26]3[N:27]=[N:28][N:29]([C:31]4[CH:36]=[CH:35][C:34]([C:37]([N:39]5[CH2:44][CH2:43][O:42][CH2:41][CH2:40]5)=[O:38])=[CH:33][CH:32]=4)[CH:30]=3)[N:3]=2)=[CH:48][CH:47]=1. The yield is 0.0900. (7) The reactants are [CH3:1][NH:2][C:3]1[CH:8]=[CH:7][C:6]([O:9][CH3:10])=[CH:5][CH:4]=1.C(N(CC)CC)C.[Cl-].ClC1N(C)CC[NH+]1C.[CH3:27][O:28][C:29]1[C:30](=[O:53])[C:31]([CH3:52])=[C:32]([CH2:38][C:39]2[CH:40]=[CH:41][C:42]([O:48][C:49](=[O:51])[CH3:50])=[C:43]([CH:47]=2)[C:44](O)=[O:45])[C:33](=[O:37])[C:34]=1[O:35][CH3:36]. The catalyst is C(Cl)Cl. The product is [CH3:1][N:2]([C:44](=[O:45])[C:43]1[CH:47]=[C:39]([CH2:38][C:32]2[C:33](=[O:37])[C:34]([O:35][CH3:36])=[C:29]([O:28][CH3:27])[C:30](=[O:53])[C:31]=2[CH3:52])[CH:40]=[CH:41][C:42]=1[O:48][C:49](=[O:51])[CH3:50])[C:3]1[CH:8]=[CH:7][C:6]([O:9][CH3:10])=[CH:5][CH:4]=1. The yield is 0.540. (8) The reactants are [Cl:1][C:2]1[CH:28]=[CH:27][C:5]([CH2:6][N:7]2[C:15]3[C:14](=[O:16])[N:13]([CH2:17][CH2:18][CH2:19][OH:20])[C:12](=[O:21])[N:11]([CH3:22])[C:10]=3[N:9]=[C:8]2[CH2:23][C:24]([OH:26])=[O:25])=[CH:4][CH:3]=1.[CH2:29](O)[CH3:30]. The catalyst is S(=O)(=O)(O)O. The product is [Cl:1][C:2]1[CH:3]=[CH:4][C:5]([CH2:6][N:7]2[C:15]3[C:14](=[O:16])[N:13]([CH2:17][CH2:18][CH2:19][OH:20])[C:12](=[O:21])[N:11]([CH3:22])[C:10]=3[N:9]=[C:8]2[CH2:23][C:24]([O:26][CH2:29][CH3:30])=[O:25])=[CH:27][CH:28]=1. The yield is 0.400.